From a dataset of Forward reaction prediction with 1.9M reactions from USPTO patents (1976-2016). Predict the product of the given reaction. (1) Given the reactants [CH:1]([C:4]1[CH:9]=[CH:8][C:7]([C:10]2[N:11]=[C:12]([N:15]([CH2:20][C:21]3[S:22][CH:23]=[CH:24][CH:25]=3)[CH2:16]CC#N)[S:13][CH:14]=2)=[CH:6][CH:5]=1)([CH3:3])[CH3:2].[OH-:26].[Na+].[CH2:28]([OH:30])[CH3:29], predict the reaction product. The product is: [CH:1]([C:4]1[CH:9]=[CH:8][C:7]([C:10]2[N:11]=[C:12]([N:15]([CH2:20][C:21]3[S:22][CH:23]=[CH:24][CH:25]=3)[CH2:16][CH2:29][C:28]([OH:26])=[O:30])[S:13][CH:14]=2)=[CH:6][CH:5]=1)([CH3:3])[CH3:2]. (2) Given the reactants [CH3:1][O:2][C:3]1[CH:4]=[C:5]2[C:10](=[CH:11][C:12]=1[O:13][CH3:14])[N:9]=[CH:8][CH:7]=[C:6]2[O:15][C:16]1[CH:22]=[CH:21][C:19]([NH2:20])=[CH:18][CH:17]=1.CCN(C(C)C)C(C)C.[O:32]=[C:33]1[N:37]([C:38]2[CH:43]=[CH:42][CH:41]=[CH:40][CH:39]=2)[CH2:36][CH2:35][N:34]1[C:44](Cl)=[O:45], predict the reaction product. The product is: [CH3:1][O:2][C:3]1[CH:4]=[C:5]2[C:10](=[CH:11][C:12]=1[O:13][CH3:14])[N:9]=[CH:8][CH:7]=[C:6]2[O:15][C:16]1[CH:22]=[CH:21][C:19]([NH:20][C:44]([N:34]2[CH2:35][CH2:36][N:37]([C:38]3[CH:43]=[CH:42][CH:41]=[CH:40][CH:39]=3)[C:33]2=[O:32])=[O:45])=[CH:18][CH:17]=1. (3) Given the reactants [C:1]([O:5][C:6]([N:8]1[CH2:13][CH2:12][C:11]([OH:20])([C:14]2[CH:19]=[CH:18][CH:17]=[CH:16][CH:15]=2)[CH2:10][CH2:9]1)=[O:7])([CH3:4])([CH3:3])[CH3:2].[H-].[Na+].[CH3:23]I, predict the reaction product. The product is: [C:1]([O:5][C:6]([N:8]1[CH2:9][CH2:10][C:11]([O:20][CH3:23])([C:14]2[CH:15]=[CH:16][CH:17]=[CH:18][CH:19]=2)[CH2:12][CH2:13]1)=[O:7])([CH3:4])([CH3:2])[CH3:3]. (4) Given the reactants C(=O)([O-])O[CH:3](C1C=CC([N+]([O-])=O)=CC=1)[C:4]1[CH:9]=[CH:8][N:7]=[CH:6][CH:5]=1.FC(F)(F)[C:23]([OH:25])=[O:24].[NH2:28][C@@H:29]([CH2:39][C:40]1[CH:45]=[CH:44][C:43]([OH:46])=[CH:42][CH:41]=1)[C:30]([N:32]([CH2:34][CH2:35][CH:36]([CH3:38])[CH3:37])[CH3:33])=[O:31].CCN(C(C)C)C(C)C.[ClH:56], predict the reaction product. The product is: [ClH:56].[N:7]1[CH:8]=[CH:9][C:4]([CH2:3][N:28]([C@@H:29]([CH2:39][C:40]2[CH:45]=[CH:44][C:43]([OH:46])=[CH:42][CH:41]=2)[C:30]([N:32]([CH3:33])[CH2:34][CH2:35][CH:36]([CH3:38])[CH3:37])=[O:31])[C:23](=[O:24])[OH:25])=[CH:5][CH:6]=1.